This data is from Full USPTO retrosynthesis dataset with 1.9M reactions from patents (1976-2016). The task is: Predict the reactants needed to synthesize the given product. (1) Given the product [F:15][C:16]1[CH:23]=[CH:22][C:19]([CH2:20][N:1]2[C:6]3[CH:7]=[CH:8][CH:9]=[CH:10][C:5]=3[C:4](=[O:11])[O:3][C:2]2=[O:12])=[CH:18][CH:17]=1, predict the reactants needed to synthesize it. The reactants are: [NH:1]1[C:6]2[CH:7]=[CH:8][CH:9]=[CH:10][C:5]=2[C:4](=[O:11])[O:3][C:2]1=[O:12].[H-].[Na+].[F:15][C:16]1[CH:23]=[CH:22][C:19]([CH2:20]Br)=[CH:18][CH:17]=1.O. (2) Given the product [C:33]([N:22]([C:9]1[CH:10]=[CH:11][C:12]([CH:13]([C:14]([F:17])([F:15])[F:16])[C:18]([F:19])([F:20])[F:21])=[C:7]([CH2:3][CH:4]([CH3:6])[CH3:5])[CH:8]=1)[C:23]([C:25]1[C:26]([CH3:32])=[N:27][N:28]([CH3:31])[C:29]=1[CH3:30])=[O:24])(=[O:35])[CH3:34], predict the reactants needed to synthesize it. The reactants are: [H-].[Na+].[CH2:3]([C:7]1[CH:8]=[C:9]([NH:22][C:23]([C:25]2[C:26]([CH3:32])=[N:27][N:28]([CH3:31])[C:29]=2[CH3:30])=[O:24])[CH:10]=[CH:11][C:12]=1[CH:13]([C:18]([F:21])([F:20])[F:19])[C:14]([F:17])([F:16])[F:15])[CH:4]([CH3:6])[CH3:5].[C:33](Cl)(=[O:35])[CH3:34].Cl.